The task is: Predict the reactants needed to synthesize the given product.. This data is from Full USPTO retrosynthesis dataset with 1.9M reactions from patents (1976-2016). (1) Given the product [F:11][C:5]([F:10])([S:6]([O-:9])(=[O:7])=[O:8])[C:4]([F:12])([F:13])[C:3]([F:2])([F:18])[S:14]([O-:17])(=[O:15])=[O:16].[C:34]1([S+:27]([C:21]2[CH:22]=[CH:23][CH:24]=[CH:25][CH:26]=2)[C:28]2[CH:33]=[CH:32][CH:31]=[CH:30][CH:29]=2)[CH:35]=[CH:36][CH:37]=[CH:38][CH:39]=1.[C:34]1([S+:27]([C:21]2[CH:22]=[CH:23][CH:24]=[CH:25][CH:26]=2)[C:28]2[CH:33]=[CH:32][CH:31]=[CH:30][CH:29]=2)[CH:35]=[CH:36][CH:37]=[CH:38][CH:39]=1, predict the reactants needed to synthesize it. The reactants are: [Li+].[F:2][C:3]([F:18])([S:14]([O-:17])(=[O:16])=[O:15])[C:4]([F:13])([F:12])[C:5]([F:11])([F:10])[S:6]([O-:9])(=[O:8])=[O:7].[Li+].[Br-].[C:21]1([S+:27]([C:34]2[CH:39]=[CH:38][CH:37]=[CH:36][CH:35]=2)[C:28]2[CH:33]=[CH:32][CH:31]=[CH:30][CH:29]=2)[CH:26]=[CH:25][CH:24]=[CH:23][CH:22]=1.ClCCl. (2) Given the product [N:13]([C:7]1[CH:6]=[C:5]2[N:10]([C:2]([CH3:12])([CH3:1])[CH2:3][CH2:4]2)[C:9](=[O:11])[CH:8]=1)=[N+:14]=[N-:15], predict the reactants needed to synthesize it. The reactants are: [CH3:1][C:2]1([CH3:12])[N:10]2[CH:5]([CH2:6][CH:7]=[CH:8][C:9]2=[O:11])[CH2:4][CH2:3]1.[N:13]([Si](C)(C)C)=[N+:14]=[N-:15].CC(O)=O.C1CCN2C(=NCCC2)CC1. (3) Given the product [Cl:1][C:2]1[CH:3]=[C:4]2[C:8](=[CH:9][CH:10]=1)[N:7]([CH2:11][C:12]1[NH:13][CH2:14][CH2:15][N:16]=1)[CH:6]=[C:5]2[S:17]([CH2:20][CH2:21][OH:22])(=[O:18])=[O:19], predict the reactants needed to synthesize it. The reactants are: [Cl:1][C:2]1[CH:3]=[C:4]2[C:8](=[CH:9][CH:10]=1)[N:7]([CH2:11][C:12]1[NH:13][CH2:14][CH2:15][N:16]=1)[CH:6]=[C:5]2[S:17]([CH2:20][CH2:21][O:22]C1CCCCO1)(=[O:19])=[O:18].